The task is: Regression. Given a peptide amino acid sequence and an MHC pseudo amino acid sequence, predict their binding affinity value. This is MHC class I binding data.. This data is from Peptide-MHC class I binding affinity with 185,985 pairs from IEDB/IMGT. The peptide sequence is FLGGTTVCL. The MHC is HLA-A11:01 with pseudo-sequence HLA-A11:01. The binding affinity (normalized) is 0.